This data is from Peptide-MHC class I binding affinity with 185,985 pairs from IEDB/IMGT. The task is: Regression. Given a peptide amino acid sequence and an MHC pseudo amino acid sequence, predict their binding affinity value. This is MHC class I binding data. The peptide sequence is PRRKAKIIKDY. The MHC is Mamu-B17 with pseudo-sequence Mamu-B17. The binding affinity (normalized) is 0.